Dataset: Catalyst prediction with 721,799 reactions and 888 catalyst types from USPTO. Task: Predict which catalyst facilitates the given reaction. (1) Reactant: Cl.[CH3:2][CH:3]1[CH2:7][NH:6][CH2:5][CH:4]1[OH:8].C(N(CC)CC)C.[C:16](O[C:16]([O:18][C:19]([CH3:22])([CH3:21])[CH3:20])=[O:17])([O:18][C:19]([CH3:22])([CH3:21])[CH3:20])=[O:17].CC(OI1(OC(C)=O)(OC(C)=O)OC(=O)C2C=CC=CC1=2)=O. Product: [CH3:2][CH:3]1[C:4](=[O:8])[CH2:5][N:6]([C:16]([O:18][C:19]([CH3:22])([CH3:21])[CH3:20])=[O:17])[CH2:7]1. The catalyst class is: 4. (2) Reactant: Br[CH2:2][C:3]([C:5]1[CH:10]=[CH:9][CH:8]=[C:7]([C:11]([F:14])([F:13])[F:12])[CH:6]=1)=[O:4].[N-:15]=[N+]=[N-].[Na+].C1(P(C2C=CC=CC=2)C2C=CC=CC=2)C=CC=CC=1.O.[C:39]1([CH3:49])[CH:44]=[CH:43][C:42]([S:45]([OH:48])(=[O:47])=[O:46])=[CH:41][CH:40]=1. Product: [NH2:15][CH2:2][C:3]([C:5]1[CH:10]=[CH:9][CH:8]=[C:7]([C:11]([F:14])([F:13])[F:12])[CH:6]=1)=[O:4].[CH3:49][C:39]1[CH:44]=[CH:43][C:42]([S:45]([OH:48])(=[O:47])=[O:46])=[CH:41][CH:40]=1. The catalyst class is: 20. (3) Reactant: C([O:8][C:9]1[CH:14]=[CH:13][C:12]([Cl:15])=[CH:11][C:10]=1[C:16]1[CH:17]=[N:18][CH:19]=[N:20][CH:21]=1)C1C=CC=CC=1. Product: [Cl:15][C:12]1[CH:13]=[CH:14][C:9]([OH:8])=[C:10]([C:16]2[CH:21]=[N:20][CH:19]=[N:18][CH:17]=2)[CH:11]=1. The catalyst class is: 63. (4) Reactant: C([O:4][C@H:5]([CH3:23])[CH2:6][CH2:7][CH2:8][CH2:9][N:10]1[C:19](=[O:20])[C:18]2[C:14](=[N:15][N:16]([CH3:21])[N:17]=2)[N:13]([CH3:22])[C:11]1=[O:12])(=O)C.Cl.C(OCC)C. Product: [CH3:22][N:13]1[C:14]2[C:18](=[N:17][N:16]([CH3:21])[N:15]=2)[C:19](=[O:20])[N:10]([CH2:9][CH2:8][CH2:7][CH2:6][C@H:5]([OH:4])[CH3:23])[C:11]1=[O:12]. The catalyst class is: 5.